Dataset: Forward reaction prediction with 1.9M reactions from USPTO patents (1976-2016). Task: Predict the product of the given reaction. (1) Given the reactants [Br:1][C:2]1[CH:7]=[CH:6][C:5](/[C:8](=[N:22]\[O:23][CH2:24][CH3:25])/[CH:9]2[CH2:14][CH2:13][N:12]([C:15]3([CH3:21])[CH2:20][CH2:19][NH:18][CH2:17][CH2:16]3)[CH2:11][CH2:10]2)=[CH:4][CH:3]=1.[N:26]1[C:35]2[C:30](=[CH:31][CH:32]=[C:33]([C:36](O)=[O:37])[CH:34]=2)[CH:29]=[CH:28][CH:27]=1.CCN(CC)CC.CN(C(ON1N=NC2C=CC=NC1=2)=[N+](C)C)C.F[P-](F)(F)(F)(F)F, predict the reaction product. The product is: [Br:1][C:2]1[CH:7]=[CH:6][C:5](/[C:8](=[N:22]\[O:23][CH2:24][CH3:25])/[CH:9]2[CH2:10][CH2:11][N:12]([C:15]3([CH3:21])[CH2:20][CH2:19][N:18]([C:36]([C:33]4[CH:34]=[C:35]5[C:30]([CH:29]=[CH:28][CH:27]=[N:26]5)=[CH:31][CH:32]=4)=[O:37])[CH2:17][CH2:16]3)[CH2:13][CH2:14]2)=[CH:4][CH:3]=1. (2) Given the reactants [NH2:1][C:2]1[CH:3]=[C:4]([C:8]2[CH:15]=[CH:14][C:11]([C:12]#[N:13])=[C:10]([Cl:16])[CH:9]=2)[CH:5]=[N:6][CH:7]=1.[F:17][C:18]1[CH:23]=[CH:22][C:21]([CH2:24][S:25](Cl)(=[O:27])=[O:26])=[CH:20][CH:19]=1, predict the reaction product. The product is: [Cl:16][C:10]1[CH:9]=[C:8]([C:4]2[CH:3]=[C:2]([NH:1][S:25]([CH2:24][C:21]3[CH:22]=[CH:23][C:18]([F:17])=[CH:19][CH:20]=3)(=[O:26])=[O:27])[CH:7]=[N:6][CH:5]=2)[CH:15]=[CH:14][C:11]=1[C:12]#[N:13]. (3) Given the reactants [NH2:1][CH2:2][CH2:3][CH2:4][CH2:5][CH2:6][O:7][C:8]1[C:31]([O:32][CH3:33])=[CH:30][C:11]2[C:12]3[N:17]([CH:18]([C:20]([CH3:23])([CH3:22])[CH3:21])[CH2:19][C:10]=2[CH:9]=1)[CH:16]=[C:15]([C:24]([O:26][CH2:27][CH3:28])=[O:25])[C:14](=[O:29])[CH:13]=3.[CH3:34][S:35](O[S:35]([CH3:34])(=[O:37])=[O:36])(=[O:37])=[O:36].CCN(CC)CC, predict the reaction product. The product is: [C:20]([CH:18]1[N:17]2[C:12](=[CH:13][C:14](=[O:29])[C:15]([C:24]([O:26][CH2:27][CH3:28])=[O:25])=[CH:16]2)[C:11]2[CH:30]=[C:31]([O:32][CH3:33])[C:8]([O:7][CH2:6][CH2:5][CH2:4][CH2:3][CH2:2][NH:1][S:35]([CH3:34])(=[O:37])=[O:36])=[CH:9][C:10]=2[CH2:19]1)([CH3:23])([CH3:21])[CH3:22].